From a dataset of Forward reaction prediction with 1.9M reactions from USPTO patents (1976-2016). Predict the product of the given reaction. (1) Given the reactants C(OC([N:8]([CH2:39][C:40]1[CH:45]=[CH:44][C:43]([O:46][CH3:47])=[C:42]([O:48][CH3:49])[CH:41]=1)[CH2:9][C:10]([O:12][C@H:13]([C:24]1[CH:29]=[CH:28][C:27]([O:30][CH:31]([F:33])[F:32])=[C:26]([O:34][CH2:35][CH:36]2[CH2:38][CH2:37]2)[CH:25]=1)[CH2:14][C:15]1[C:20]([Cl:21])=[CH:19][N+:18]([O-:22])=[CH:17][C:16]=1[Cl:23])=[O:11])=O)(C)(C)C.O1CCOCC1, predict the reaction product. The product is: [ClH:21].[Cl:21][C:20]1[CH:19]=[N+:18]([O-:22])[CH:17]=[C:16]([Cl:23])[C:15]=1[CH2:14][C@@H:13]([C:24]1[CH:29]=[CH:28][C:27]([O:30][CH:31]([F:33])[F:32])=[C:26]([O:34][CH2:35][CH:36]2[CH2:37][CH2:38]2)[CH:25]=1)[O:12][C:10](=[O:11])[CH2:9][NH:8][CH2:39][C:40]1[CH:45]=[CH:44][C:43]([O:46][CH3:47])=[C:42]([O:48][CH3:49])[CH:41]=1. (2) Given the reactants [N+:1]([C:4]1[CH:5]=[C:6]([C:10]([NH:12][NH2:13])=[O:11])[CH:7]=[CH:8][CH:9]=1)([O-:3])=[O:2].[N-:14]=[C:15]=[S:16].[CH3:17][S:18][C:19]1[CH:24]=[CH:23][CH:22]=[CH:21][CH:20]=1, predict the reaction product. The product is: [CH3:17][S:18][C:19]1[CH:24]=[CH:23][C:22]([NH:14][C:15]([NH:13][NH:12][C:10]([C:6]2[CH:7]=[CH:8][CH:9]=[C:4]([N+:1]([O-:3])=[O:2])[CH:5]=2)=[O:11])=[S:16])=[CH:21][CH:20]=1. (3) Given the reactants [CH3:1][CH:2]1[CH:6]([CH3:7])[O:5][C:4]2([CH2:12][C:11]([CH3:17])([C:13]([F:16])([F:15])[F:14])[C:10](=[O:18])[C:9]([CH3:19])=[CH:8]2)[O:3]1.O1CC[CH2:22][CH2:21]1, predict the reaction product. The product is: [C:21]([C:10]1([OH:18])[C:11]([CH3:17])([C:13]([F:16])([F:14])[F:15])[CH2:12][C:4]2([O:3][CH:2]([CH3:1])[CH:6]([CH3:7])[O:5]2)[CH:8]=[C:9]1[CH3:19])#[CH:22]. (4) Given the reactants [C:1]1([C:7]2[N:8]=[C:9]([NH2:18])[S:10][C:11]=2[C:12]2[CH:17]=[CH:16][CH:15]=[CH:14][CH:13]=2)[CH:6]=[CH:5][CH:4]=[CH:3][CH:2]=1.C[C:20]1[CH:28]=[CH:27][C:23]([C:24](Cl)=[O:25])=[CH:22][CH:21]=1.C(N(CC)CC)C.[O:36]1CCOC[CH2:37]1, predict the reaction product. The product is: [C:1]1([C:7]2[N:8]=[C:9]([NH:18][C:24](=[O:25])[C:23]3[CH:27]=[CH:28][C:20]([O:36][CH3:37])=[CH:21][CH:22]=3)[S:10][C:11]=2[C:12]2[CH:13]=[CH:14][CH:15]=[CH:16][CH:17]=2)[CH:2]=[CH:3][CH:4]=[CH:5][CH:6]=1. (5) Given the reactants [Cl:1][C:2]1[CH:8]=[CH:7][C:5]([NH2:6])=[CH:4][C:3]=1[CH3:9].[CH2:10]([O:12][C:13](=[O:21])[C:14]#[C:15][C:16](OCC)=[O:17])[CH3:11], predict the reaction product. The product is: [CH2:10]([O:12][C:13]([C:14]1[CH:15]=[C:16]([OH:17])[C:7]2[C:5](=[CH:4][C:3]([CH3:9])=[C:2]([Cl:1])[CH:8]=2)[N:6]=1)=[O:21])[CH3:11].